Dataset: Full USPTO retrosynthesis dataset with 1.9M reactions from patents (1976-2016). Task: Predict the reactants needed to synthesize the given product. (1) Given the product [Br:1][C:2]1[CH:3]=[C:4]([N:13]([CH:19]2[CH2:24][CH2:23][O:22][CH2:21][CH2:20]2)[CH2:14][C:15]([F:16])([F:18])[F:17])[C:5]([CH3:12])=[C:6]([CH:11]=1)[C:7]([OH:9])=[O:8], predict the reactants needed to synthesize it. The reactants are: [Br:1][C:2]1[CH:3]=[C:4]([N:13]([CH:19]2[CH2:24][CH2:23][O:22][CH2:21][CH2:20]2)[CH2:14][C:15]([F:18])([F:17])[F:16])[C:5]([CH3:12])=[C:6]([CH:11]=1)[C:7]([O:9]C)=[O:8].[OH-].[Na+]. (2) Given the product [CH3:20][O:19][C:16]1[CH:17]=[CH:18][C:13]([C:8]2[C:7]3[CH:3]=[CH:4][O:5][C:6]=3[C:11]([CH3:12])=[CH:10][CH:9]=2)=[CH:14][CH:15]=1, predict the reactants needed to synthesize it. The reactants are: CO[CH:3](OC)[CH2:4][O:5][C:6]1[CH:7]=[C:8]([C:13]2[CH:18]=[CH:17][C:16]([O:19][CH3:20])=[CH:15][CH:14]=2)[CH:9]=[CH:10][C:11]=1[CH3:12]. (3) Given the product [CH3:17][N:18]([CH3:20])/[CH:19]=[C:10](\[C:11]1[NH:12][CH:13]=[CH:14][N:15]=1)/[C:9]([C:6]1[CH:5]=[CH:4][C:3]([CH2:1][CH3:2])=[CH:8][CH:7]=1)=[O:16], predict the reactants needed to synthesize it. The reactants are: [CH2:1]([C:3]1[CH:8]=[CH:7][C:6]([C:9](=[O:16])[CH2:10][C:11]2[NH:12][CH:13]=[CH:14][N:15]=2)=[CH:5][CH:4]=1)[CH3:2].[CH3:17][N:18]([CH:20](OC)OC)[CH3:19]. (4) Given the product [F:39][C:40]1[CH:41]=[C:42]([NH:55][S:56]([CH2:59][CH2:60][O:61][CH3:62])(=[O:57])=[O:58])[CH:43]=[C:44]([C:2]2[C:10]3[C:9]([NH:11][C@H:12]([C:14]4[N:19]([C:20]5[CH:25]=[CH:24][CH:23]=[CH:22][CH:21]=5)[C:18](=[O:26])[C:17]5=[C:27]([CH3:30])[CH:28]=[CH:29][N:16]5[N:15]=4)[CH3:13])=[N:8][CH:7]=[N:6][C:5]=3[N:4]([CH2:31][O:32][CH2:33][CH2:34][Si:35]([CH3:38])([CH3:37])[CH3:36])[CH:3]=2)[CH:45]=1, predict the reactants needed to synthesize it. The reactants are: Br[C:2]1[C:10]2[C:9]([NH:11][C@H:12]([C:14]3[N:19]([C:20]4[CH:25]=[CH:24][CH:23]=[CH:22][CH:21]=4)[C:18](=[O:26])[C:17]4=[C:27]([CH3:30])[CH:28]=[CH:29][N:16]4[N:15]=3)[CH3:13])=[N:8][CH:7]=[N:6][C:5]=2[N:4]([CH2:31][O:32][CH2:33][CH2:34][Si:35]([CH3:38])([CH3:37])[CH3:36])[CH:3]=1.[F:39][C:40]1[CH:41]=[C:42]([NH:55][S:56]([CH2:59][CH2:60][O:61][CH3:62])(=[O:58])=[O:57])[CH:43]=[C:44](B2OC(C)(C)C(C)(C)O2)[CH:45]=1.C(=O)([O-])[O-].[Na+].[Na+]. (5) Given the product [F:25][C:22]1[CH:23]=[CH:24][C:19]([C:5]2[S:4][C:3]3[C:1]([N:26]4[CH2:31][CH2:30][O:29][CH2:28][CH2:27]4)=[N:2][C:9]([C:10]4[CH:15]=[CH:14][CH:13]=[CH:12][C:11]=4[OH:16])=[N:8][C:7]=3[CH:6]=2)=[CH:20][CH:21]=1, predict the reactants needed to synthesize it. The reactants are: [C:1]([C:3]1[S:4][C:5]([C:19]2[CH:24]=[CH:23][C:22]([F:25])=[CH:21][CH:20]=2)=[CH:6][C:7]=1[NH:8][C:9](=O)[C:10]1[CH:15]=[CH:14][CH:13]=[CH:12][C:11]=1[O:16]C)#[N:2].[NH:26]1[CH2:31][CH2:30][O:29][CH2:28][CH2:27]1. (6) Given the product [C:1]([C:3]1[C:4]([F:14])=[C:5]([CH:9]=[CH:10][C:11]=1[O:12][CH3:13])[C:6]([NH:23][C:20]1[CH:21]=[CH:22][C:17]([O:16][CH3:15])=[CH:18][CH:19]=1)=[O:8])#[N:2], predict the reactants needed to synthesize it. The reactants are: [C:1]([C:3]1[C:4]([F:14])=[C:5]([CH:9]=[CH:10][C:11]=1[O:12][CH3:13])[C:6]([OH:8])=O)#[N:2].[CH3:15][O:16][C:17]1[CH:22]=[CH:21][C:20]([NH2:23])=[CH:19][CH:18]=1.C(N(CC)C(C)C)(C)C.C1CN([P+](ON2N=NC3C=CC=CC2=3)(N2CCCC2)N2CCCC2)CC1.F[P-](F)(F)(F)(F)F.